This data is from Catalyst prediction with 721,799 reactions and 888 catalyst types from USPTO. The task is: Predict which catalyst facilitates the given reaction. (1) Reactant: [CH2:1]([Li])[CH2:2][CH2:3][CH3:4].[CH:6]#[C:7][CH2:8][CH2:9][CH3:10].Br[CH2:12][C:13]1[C:18]([CH2:19][CH2:20][CH3:21])=[C:17]([CH2:22][CH2:23][CH3:24])[C:16]([CH2:25][CH2:26][CH3:27])=[C:15]([CH2:28][CH2:29][CH3:30])[C:14]=1[CH2:31]Br.[CH3:33]N1C(=O)N(C)CCC1.Cl. Product: [CH2:12]([C:13]1[C:18]([CH2:19][CH2:20][CH3:21])=[C:17]([CH2:22][CH2:23][CH3:24])[C:16]([CH2:25][CH2:26][CH3:27])=[C:15]([CH2:28][CH2:29][CH3:30])[C:14]=1[CH2:31][C:6]#[C:7][CH2:8][CH2:9][CH3:10])[C:4]#[C:3][CH2:2][CH2:1][CH3:33]. The catalyst class is: 1. (2) Reactant: [O:1]=[C:2]1[NH:8][C:7]2[CH:9]=[CH:10][CH:11]=[CH:12][C:6]=2[O:5][C@H:4]([C:13]2[CH:18]=[CH:17][CH:16]=[CH:15][CH:14]=2)[C@@H:3]1[NH:19][C:20](=[O:26])[O:21][C:22]([CH3:25])([CH3:24])[CH3:23].I[CH:28]([CH3:30])[CH3:29].C(=O)([O-])[O-].[Cs+].[Cs+]. Product: [CH:28]([N:8]1[C:7]2[CH:9]=[CH:10][CH:11]=[CH:12][C:6]=2[O:5][C@H:4]([C:13]2[CH:18]=[CH:17][CH:16]=[CH:15][CH:14]=2)[C@H:3]([NH:19][C:20](=[O:26])[O:21][C:22]([CH3:23])([CH3:25])[CH3:24])[C:2]1=[O:1])([CH3:30])[CH3:29]. The catalyst class is: 18. (3) Reactant: [CH3:1][C:2]1[C:10]([CH3:11])=[CH:9][C:5]2[N:6]=[CH:7][NH:8][C:4]=2[CH:3]=1.[H-].[Na+].I[CH3:15]. Product: [CH3:15][N:6]1[C:5]2[CH:9]=[C:10]([CH3:11])[C:2]([CH3:1])=[CH:3][C:4]=2[N:8]=[CH:7]1. The catalyst class is: 9. (4) Reactant: N(C(OCC)=O)=NC(OCC)=O.[Cl:13][C:14]1[CH:32]=[CH:31][C:17]([CH2:18][C:19]2[N:20]=[C:21]([OH:30])[C:22]3[N:27]=[C:26]([S:28][CH3:29])[O:25][C:23]=3[N:24]=2)=[CH:16][CH:15]=1.[CH2:33](O)[CH2:34][CH3:35].C(N(CC)CC)C. Product: [Cl:13][C:14]1[CH:32]=[CH:31][C:17]([CH2:18][C:19]2[N:20]=[C:21]([O:30][CH2:33][CH2:34][CH3:35])[C:22]3[N:27]=[C:26]([S:28][CH3:29])[O:25][C:23]=3[N:24]=2)=[CH:16][CH:15]=1. The catalyst class is: 7. (5) Reactant: Br[C:2]1[CH:11]=[CH:10][C:9]2[C:4](=[CH:5][CH:6]=[CH:7][CH:8]=2)[CH:3]=1.[Li][C:13]([CH3:16])([CH3:15])[CH3:14].Cl[C:18]1[CH:31]=[CH:30][C:29]2[C:28](=O)[C:27]3[C:22](=[CH:23][CH:24]=[CH:25][CH:26]=3)[C:21](=O)[C:20]=2[CH:19]=1. Product: [CH3:14][C:13]1[CH:16]=[CH:23][C:24]([C:18]2[CH:31]=[CH:30][C:29]3[C:20](=[C:21]([C:31]4[CH:18]=[CH:19][C:20]5[C:29](=[CH:28][CH:27]=[CH:22][CH:21]=5)[CH:30]=4)[C:22]4[C:27]([C:28]=3[C:2]3[CH:11]=[CH:10][C:9]5[C:4](=[CH:5][CH:6]=[CH:7][CH:8]=5)[CH:3]=3)=[CH:26][CH:25]=[CH:24][CH:23]=4)[CH:19]=2)=[CH:25][CH:15]=1. The catalyst class is: 1. (6) Reactant: [F:1][C:2]1[CH:17]=[C:16]([CH:18]=O)[CH:15]=[CH:14][C:3]=1[O:4][C:5]1[CH:6]=[CH:7][C:8]([C:11]([NH2:13])=[O:12])=[N:9][CH:10]=1.[N:20]1([CH2:26][CH2:27][NH2:28])[CH2:25][CH2:24][S:23][CH2:22][CH2:21]1.[BH4-].[Na+]. Product: [F:1][C:2]1[CH:17]=[C:16]([CH2:18][NH:28][CH2:27][CH2:26][N:20]2[CH2:25][CH2:24][S:23][CH2:22][CH2:21]2)[CH:15]=[CH:14][C:3]=1[O:4][C:5]1[CH:6]=[CH:7][C:8]([C:11]([NH2:13])=[O:12])=[N:9][CH:10]=1. The catalyst class is: 5. (7) Reactant: [NH2:1][C:2]1[CH:3]=[N:4][CH:5]=[CH:6][C:7]=1[O:8][C@@H:9]1[CH2:14][CH2:13][CH2:12][N:11]([C:15]([O:17][C:18]([CH3:21])([CH3:20])[CH3:19])=[O:16])[CH2:10]1.[C:22](N1C=CN=C1)(N1C=CN=C1)=[S:23]. Product: [N:1]([C:2]1[CH:3]=[N:4][CH:5]=[CH:6][C:7]=1[O:8][C@@H:9]1[CH2:14][CH2:13][CH2:12][N:11]([C:15]([O:17][C:18]([CH3:21])([CH3:20])[CH3:19])=[O:16])[CH2:10]1)=[C:22]=[S:23]. The catalyst class is: 1. (8) Reactant: [O:1]1[CH:6]=[CH:5][CH2:4][CH2:3][CH2:2]1.C1(C)C=CC(S(O)(=O)=O)=CC=1.[CH3:18][C:19]1[NH:23][N:22]=[C:21]([C:24]([O:26][CH2:27][CH3:28])=[O:25])[CH:20]=1. Product: [CH3:18][C:19]1[N:23]([CH:6]2[CH2:5][CH2:4][CH2:3][CH2:2][O:1]2)[N:22]=[C:21]([C:24]([O:26][CH2:27][CH3:28])=[O:25])[CH:20]=1. The catalyst class is: 4. (9) Reactant: [Sm].I[CH2:3]CI.[Cl:6][C:7](=[CH2:24])[CH2:8][C:9]1([CH3:23])[CH2:13][CH2:12][CH:11]([CH2:14][C:15]2[CH:20]=[CH:19][C:18]([Cl:21])=[CH:17][CH:16]=2)[C:10]1=[O:22].ICI.[OH-].[Na+].Cl. Product: [Cl:21][C:18]1[CH:19]=[CH:20][C:15]([CH2:14][CH:11]2[C:10]3([O:22][CH2:3]3)[C:9]([CH:8]=[C:7]([Cl:6])[CH3:24])([CH3:23])[CH2:13][CH2:12]2)=[CH:16][CH:17]=1. The catalyst class is: 1. (10) Product: [O:30]=[C:31]([N:1]1[CH2:6][CH2:5][CH2:4][C@@H:3]([NH:7][C:8]2[CH:13]=[N:12][CH:11]=[C:10]([C:14]3[CH:15]=[N:16][N:17]4[CH:22]=[CH:21][N:20]=[CH:19][C:18]=34)[N:9]=2)[CH2:2]1)[CH2:32][C:33]#[N:34]. The catalyst class is: 2. Reactant: [NH:1]1[CH2:6][CH2:5][CH2:4][C@@H:3]([NH:7][C:8]2[CH:13]=[N:12][CH:11]=[C:10]([C:14]3[CH:15]=[N:16][N:17]4[CH:22]=[CH:21][N:20]=[CH:19][C:18]=34)[N:9]=2)[CH2:2]1.O=C1CCC(=O)N1[O:30][C:31](=O)[CH2:32][C:33]#[N:34].C(N(CC)CC)C.